This data is from Forward reaction prediction with 1.9M reactions from USPTO patents (1976-2016). The task is: Predict the product of the given reaction. Given the reactants [C:1]([O:5][C:6]([N:8]1[CH2:13][CH2:12][CH:11]([C:14]2[O:15][C:16]([C:19]3[C:20]([NH2:26])=[N:21][CH:22]=[C:23](Br)[CH:24]=3)=[N:17][N:18]=2)[CH2:10][CH2:9]1)=[O:7])([CH3:4])([CH3:3])[CH3:2].C([O-])([O-])=O.[K+].[K+].[C:33]1([CH3:42])[CH:38]=[CH:37][C:36](B(O)O)=[CH:35][CH:34]=1, predict the reaction product. The product is: [C:1]([O:5][C:6]([N:8]1[CH2:13][CH2:12][CH:11]([C:14]2[O:15][C:16]([C:19]3[C:20]([NH2:26])=[N:21][CH:22]=[C:23]([C:36]4[CH:37]=[CH:38][C:33]([CH3:42])=[CH:34][CH:35]=4)[CH:24]=3)=[N:17][N:18]=2)[CH2:10][CH2:9]1)=[O:7])([CH3:4])([CH3:3])[CH3:2].